This data is from Forward reaction prediction with 1.9M reactions from USPTO patents (1976-2016). The task is: Predict the product of the given reaction. Given the reactants [CH3:1][O:2][C:3](=[O:20])[CH:4]([CH3:19])[CH2:5][CH:6]1[CH2:11][CH2:10][N:9]([C:12]([O:14][C:15]([CH3:18])([CH3:17])[CH3:16])=[O:13])[CH2:8][CH2:7]1.[CH:21]([N-]C(C)C)(C)C.[Li+].CI.Cl, predict the reaction product. The product is: [CH3:1][O:2][C:3](=[O:20])[C:4]([CH3:21])([CH3:19])[CH2:5][CH:6]1[CH2:11][CH2:10][N:9]([C:12]([O:14][C:15]([CH3:16])([CH3:18])[CH3:17])=[O:13])[CH2:8][CH2:7]1.